Regression. Given a peptide amino acid sequence and an MHC pseudo amino acid sequence, predict their binding affinity value. This is MHC class II binding data. From a dataset of Peptide-MHC class II binding affinity with 134,281 pairs from IEDB. (1) The peptide sequence is NARILKNCVDAKMTE. The MHC is HLA-DQA10501-DQB10201 with pseudo-sequence HLA-DQA10501-DQB10201. The binding affinity (normalized) is 0. (2) The peptide sequence is EQKLIEKINAGFKAALAAAA. The MHC is HLA-DPA10103-DPB10401 with pseudo-sequence HLA-DPA10103-DPB10401. The binding affinity (normalized) is 0.174. (3) The peptide sequence is IAFFRKEPLKECGGI. The MHC is HLA-DPA10103-DPB10201 with pseudo-sequence HLA-DPA10103-DPB10201. The binding affinity (normalized) is 0.640. (4) The peptide sequence is AAYAAQGYKVLVLNPSVAAT. The MHC is DRB1_0701 with pseudo-sequence DRB1_0701. The binding affinity (normalized) is 0.578. (5) The peptide sequence is IICGNVSKGEVNAQV. The MHC is DRB1_0101 with pseudo-sequence DRB1_0101. The binding affinity (normalized) is 0.547. (6) The peptide sequence is CLEPIEGKVVQYENL. The MHC is DRB1_0301 with pseudo-sequence DRB1_0301. The binding affinity (normalized) is 0.261. (7) The peptide sequence is LDYDDYVYPGHAIWW. The MHC is DRB1_0101 with pseudo-sequence DRB1_0101. The binding affinity (normalized) is 0.176.